This data is from HIV replication inhibition screening data with 41,000+ compounds from the AIDS Antiviral Screen. The task is: Binary Classification. Given a drug SMILES string, predict its activity (active/inactive) in a high-throughput screening assay against a specified biological target. (1) The molecule is COc1ccc(C2Oc3c(cc(O)c(OC)c3C)C2C)cc1OC. The result is 0 (inactive). (2) The drug is COC(=O)C(Cc1ccccc1)NC(=O)N(CCN(CCC#N)C(=O)NC(C(=O)OC)C(C)C)c1ccccc1. The result is 0 (inactive). (3) The result is 0 (inactive). The molecule is CC(=O)OC1C(CNC(=O)N(C)N=O)OC(OC2(CNC(=O)N(C)N=O)OC(CNC(=O)N(C)N=O)C(OC(C)=O)C2OC(C)=O)C(OC(C)=O)C1OC(C)=O. (4) The compound is CC1(C)CCC2=C(O1)c1ccccc1C(=O)C2=O. The result is 0 (inactive).